Dataset: Full USPTO retrosynthesis dataset with 1.9M reactions from patents (1976-2016). Task: Predict the reactants needed to synthesize the given product. Given the product [ClH:22].[N:15]1[N:16]2[CH2:21][CH2:20][CH2:19][NH:18][C:17]2=[C:13]([CH:2]([NH2:1])[CH2:3][CH2:4][NH2:5])[CH:14]=1, predict the reactants needed to synthesize it. The reactants are: [NH2:1][CH:2]([C:13]1[CH:14]=[N:15][N:16]2[CH2:21][CH2:20][CH2:19][NH:18][C:17]=12)[CH2:3][CH2:4][NH:5]C(=O)OC(C)(C)C.[ClH:22].C(OCC)C.